This data is from Full USPTO retrosynthesis dataset with 1.9M reactions from patents (1976-2016). The task is: Predict the reactants needed to synthesize the given product. (1) Given the product [C:18]([C:3]1[CH:2]=[CH:1][C:13]2[NH:12][C:11]3[C:6]([C:5]=2[CH:4]=1)=[CH:7][C:8]([C:31](=[O:22])[CH3:26])=[CH:9][CH:10]=3)(=[O:19])[CH3:20], predict the reactants needed to synthesize it. The reactants are: [CH:1]1[C:13]2[NH:12][C:11]3[C:6](=[CH:7][CH:8]=[CH:9][CH:10]=3)[C:5]=2[CH:4]=[CH:3][CH:2]=1.[Al+3].[Cl-].[Cl-].[Cl-].[C:18](Cl)([CH3:20])=[O:19].[OH2:22].[N+]([C:26]1[CH:31]=CC=CC=1)([O-])=O. (2) Given the product [C:1]([O:4][CH2:5][CH:6]1[CH2:10][CH2:9][N:8]([C:11]2[C:16](/[CH:17]=[C:18](\[CH3:38])/[C:19]([NH:21][C:22]3[CH:23]=[CH:24][C:25]([S:28]([CH2:29][C:30]4[N:34]([CH2:35][CH2:36][CH3:37])[CH:33]=[N:32][N:31]=4)=[O:61])=[CH:26][CH:27]=3)=[O:20])=[CH:15][C:14]([C:39]3[CH:44]=[CH:43][C:42]([O:45][CH2:46][CH2:47][O:48][CH2:49][CH2:50][CH2:51][CH3:52])=[CH:41][CH:40]=3)=[CH:13][N:12]=2)[CH2:7]1)(=[O:3])[CH3:2], predict the reactants needed to synthesize it. The reactants are: [C:1]([O:4][CH2:5][CH:6]1[CH2:10][CH2:9][N:8]([C:11]2[C:16](/[CH:17]=[C:18](\[CH3:38])/[C:19]([NH:21][C:22]3[CH:27]=[CH:26][C:25]([S:28][CH2:29][C:30]4[N:34]([CH2:35][CH2:36][CH3:37])[CH:33]=[N:32][N:31]=4)=[CH:24][CH:23]=3)=[O:20])=[CH:15][C:14]([C:39]3[CH:44]=[CH:43][C:42]([O:45][CH2:46][CH2:47][O:48][CH2:49][CH2:50][CH2:51][CH3:52])=[CH:41][CH:40]=3)=[CH:13][N:12]=2)[CH2:7]1)(=[O:3])[CH3:2].ClC1C=CC=C(C(OO)=[O:61])C=1.